This data is from Reaction yield outcomes from USPTO patents with 853,638 reactions. The task is: Predict the reaction yield, written as a fraction of the theoretical maximum amount of product (1.0 means a 100% yield; for example, 0.34 means a 34% yield). (1) The reactants are [NH2:1][C:2]1[C:11]2[C:6](=[C:7]([C:13]3[CH:21]=[C:20]4[C:16]([CH:17]=[N:18][NH:19]4)=[CH:15][C:14]=3[CH3:22])[CH:8]=[C:9](F)[CH:10]=2)[N:5]=[N:4][C:3]=1[C:23]([NH2:25])=[O:24].CCN(C(C)C)C(C)C.[NH:35]1[CH2:40][CH2:39][CH:38]([OH:41])[CH2:37][CH2:36]1. The catalyst is CC(N(C)C)=O. The product is [NH2:1][C:2]1[C:11]2[C:6](=[C:7]([C:13]3[CH:21]=[C:20]4[C:16]([CH:17]=[N:18][NH:19]4)=[CH:15][C:14]=3[CH3:22])[CH:8]=[C:9]([N:35]3[CH2:40][CH2:39][CH:38]([OH:41])[CH2:37][CH2:36]3)[CH:10]=2)[N:5]=[N:4][C:3]=1[C:23]([NH2:25])=[O:24]. The yield is 0.240. (2) The reactants are [CH:1]([N:4]([C:11]([C:13]1[N:22]=[C:21]2[N:15]([CH2:16][CH2:17][O:18][C:19]3[CH:26]=[C:25]([Br:27])[CH:24]=[CH:23][C:20]=32)[CH:14]=1)=O)[NH:5][C:6](=O)[CH2:7][O:8][CH3:9])([CH3:3])[CH3:2].C(O)(=O)C.[Cl-].[NH4+:33]. The catalyst is O(Cl)Cl.[P+5]. The product is [Br:27][C:25]1[CH:24]=[CH:23][C:20]2[C:21]3[N:15]([CH2:16][CH2:17][O:18][C:19]=2[CH:26]=1)[CH:14]=[C:13]([C:11]1[N:4]([CH:1]([CH3:3])[CH3:2])[N:5]=[C:6]([CH2:7][O:8][CH3:9])[N:33]=1)[N:22]=3. The yield is 0.760. (3) The product is [CH:23]([N:19]1[C:18]([C:12]2[CH:13]=[C:14]3[N:10]([C:9]4[CH:26]=[C:5]([CH:3]5[CH2:2][N:1]([S:35]([CH3:34])(=[O:37])=[O:36])[CH2:4]5)[CH:6]=[CH:7][C:8]=4[O:17][CH2:16][CH2:15]3)[N:11]=2)=[N:22][CH:21]=[N:20]1)([CH3:24])[CH3:25]. The reactants are [NH:1]1[CH2:4][CH:3]([C:5]2[CH:6]=[CH:7][C:8]3[O:17][CH2:16][CH2:15][C:14]4[N:10]([N:11]=[C:12]([C:18]5[N:19]([CH:23]([CH3:25])[CH3:24])[N:20]=[CH:21][N:22]=5)[CH:13]=4)[C:9]=3[CH:26]=2)[CH2:2]1.C(N(CC)CC)C.[CH3:34][S:35](Cl)(=[O:37])=[O:36]. The catalyst is C(Cl)Cl. The yield is 0.640. (4) The reactants are [F:1][C:2]1([F:7])[CH2:5][CH:4]([OH:6])[CH2:3]1.C(N(CC)C(C)C)(C)C.ClC(Cl)(O[C:21](=[O:27])OC(Cl)(Cl)Cl)Cl.[Br:29][C:30]1[CH:31]=[C:32]2[C:37](=[CH:38][CH:39]=1)[N:36]([C:40](=[O:42])[CH3:41])[C@@H:35]([CH3:43])[CH2:34][NH:33]2. The catalyst is ClCCCl. The product is [C:40]([N:36]1[C:37]2[C:32](=[CH:31][C:30]([Br:29])=[CH:39][CH:38]=2)[N:33]([C:21]([O:6][CH:4]2[CH2:5][C:2]([F:7])([F:1])[CH2:3]2)=[O:27])[CH2:34][C@@H:35]1[CH3:43])(=[O:42])[CH3:41]. The yield is 0.890. (5) The reactants are [NH2:1][C:2]1[O:3][CH2:4][C:5]2([N:21]=1)[CH:18]1[CH:13]([CH2:14][CH2:15][C:16](=[O:19])[CH2:17]1)[O:12][C:11]1[C:6]2=[CH:7][C:8](Br)=[CH:9][CH:10]=1.[Cl:22][C:23]1[CH:24]=[C:25](B(O)O)[CH:26]=[N:27][CH:28]=1.C([O-])([O-])=O.[Na+].[Na+]. The catalyst is O1CCOCC1.C1C=CC([P]([Pd]([P](C2C=CC=CC=2)(C2C=CC=CC=2)C2C=CC=CC=2)([P](C2C=CC=CC=2)(C2C=CC=CC=2)C2C=CC=CC=2)[P](C2C=CC=CC=2)(C2C=CC=CC=2)C2C=CC=CC=2)(C2C=CC=CC=2)C2C=CC=CC=2)=CC=1. The product is [NH2:1][C:2]1[O:3][CH2:4][C:5]2([N:21]=1)[CH:18]1[CH:13]([CH2:14][CH2:15][C:16](=[O:19])[CH2:17]1)[O:12][C:11]1[C:6]2=[CH:7][C:8]([C:25]2[CH:26]=[N:27][CH:28]=[C:23]([Cl:22])[CH:24]=2)=[CH:9][CH:10]=1. The yield is 0.568. (6) The reactants are [CH:1]1([O:5][C:6]2[C:15]([C:16]3[CH:20]=[N:19][N:18]4[CH2:21][CH2:22][N:23](C(OC(C)(C)C)=O)[C:17]=34)=[CH:14][CH:13]=[C:12]3[C:7]=2[CH2:8][CH2:9][C@H:10]([CH3:36])[N:11]3[C:31]([CH:33]2[CH2:35][CH2:34]2)=[O:32])[CH2:4][CH2:3][CH2:2]1.FC(F)(F)C(O)=O. The catalyst is ClCCl. The product is [CH:1]1([O:5][C:6]2[C:15]([C:16]3[CH:20]=[N:19][N:18]4[CH2:21][CH2:22][NH:23][C:17]=34)=[CH:14][CH:13]=[C:12]3[C:7]=2[CH2:8][CH2:9][C@H:10]([CH3:36])[N:11]3[C:31]([CH:33]2[CH2:34][CH2:35]2)=[O:32])[CH2:4][CH2:3][CH2:2]1. The yield is 0.200. (7) The yield is 0.873. The reactants are [NH2:1][C:2]1[CH:7]=[C:6]([O:8][C:9]2[CH:14]=[CH:13][C:12]([NH:15][C:16]([C:18]3([C:21]([NH:23][C:24]4[CH:29]=[CH:28][C:27]([F:30])=[CH:26][CH:25]=4)=[O:22])[CH2:20][CH2:19]3)=[O:17])=[C:11]([F:31])[CH:10]=2)[CH:5]=[CH:4][N:3]=1.[CH2:32]([N:34]([CH2:37][CH3:38])[CH2:35][CH3:36])C.Cl[C:40](OC1C=CC=CC=1)=[O:41].[O:49]1CCCC1. The product is [F:31][C:11]1[CH:10]=[C:9]([O:8][C:6]2[CH:5]=[CH:4][N:3]=[C:2]([NH:1][C:32]([N:34]3[CH2:37][CH2:38][CH:40]([OH:41])[CH2:36][CH2:35]3)=[O:49])[CH:7]=2)[CH:14]=[CH:13][C:12]=1[NH:15][C:16]([C:18]1([C:21]([NH:23][C:24]2[CH:25]=[CH:26][C:27]([F:30])=[CH:28][CH:29]=2)=[O:22])[CH2:20][CH2:19]1)=[O:17]. No catalyst specified.